Dataset: Catalyst prediction with 721,799 reactions and 888 catalyst types from USPTO. Task: Predict which catalyst facilitates the given reaction. Reactant: C[O:2][C:3]([C:5]1[CH:18]=[C:17]([O:19][CH3:20])[C:16]2[C:7](=[C:8]3[C:13](=[CH:14][C:15]=2[O:21][CH2:22][CH2:23][O:24][CH3:25])[CH:12]=[CH:11][CH:10]=[N:9]3)[N:6]=1)=O.[BH4-].[Na+].O. Product: [CH3:20][O:19][C:17]1[C:16]2[C:7](=[C:8]3[C:13](=[CH:14][C:15]=2[O:21][CH2:22][CH2:23][O:24][CH3:25])[CH:12]=[CH:11][CH:10]=[N:9]3)[N:6]=[C:5]([CH2:3][OH:2])[CH:18]=1. The catalyst class is: 100.